This data is from Reaction yield outcomes from USPTO patents with 853,638 reactions. The task is: Predict the reaction yield, written as a fraction of the theoretical maximum amount of product (1.0 means a 100% yield; for example, 0.34 means a 34% yield). (1) The reactants are [C:1]([O:5][C:6]([N:8]1[CH2:13][CH2:12][CH:11]([C:14]([C:17]2[CH:22]=[CH:21][CH:20]=[C:19]([O:23][CH3:24])[C:18]=2F)=[N:15][OH:16])[CH2:10][CH2:9]1)=[O:7])([CH3:4])([CH3:3])[CH3:2].CC(C)([O-])C.[K+]. The catalyst is C1COCC1.C(OCC)(=O)C. The product is [C:1]([O:5][C:6]([N:8]1[CH2:13][CH2:12][CH:11]([C:14]2[C:17]3[CH:22]=[CH:21][CH:20]=[C:19]([O:23][CH3:24])[C:18]=3[O:16][N:15]=2)[CH2:10][CH2:9]1)=[O:7])([CH3:4])([CH3:3])[CH3:2]. The yield is 0.640. (2) The reactants are [CH3:1][CH:2]([CH3:28])[CH:3]([NH:15][C:16]([CH:18]1[CH2:22][CH:21]([CH2:23][CH2:24][CH2:25][CH2:26][CH3:27])[CH2:20][NH:19]1)=[O:17])[CH:4]1[CH:9]([OH:10])[CH:8]([OH:11])[CH:7]([OH:12])[CH:6]([S:13][CH3:14])[O:5]1.[CH2:29]([N:31](CC)CC)[CH3:30].BrCC#N. The catalyst is C(#N)C. The product is [CH3:1][CH:2]([CH3:28])[CH:3]([NH:15][C:16]([CH:18]1[CH2:22][CH:21]([CH2:23][CH2:24][CH2:25][CH2:26][CH3:27])[CH2:20][N:19]1[CH2:30][C:29]#[N:31])=[O:17])[CH:4]1[CH:9]([OH:10])[CH:8]([OH:11])[CH:7]([OH:12])[CH:6]([S:13][CH3:14])[O:5]1. The yield is 0.100. (3) The reactants are [NH2:1][C:2]1[C:3]([F:23])=[CH:4][C:5]([Cl:22])=[C:6]([C:8]2[C:9](=[O:21])[N:10]([CH2:19][CH3:20])[C:11]3[C:16]([CH:17]=2)=[CH:15][N:14]=[C:13]([Cl:18])[CH:12]=3)[CH:7]=1.C([O-])(O)=O.[Na+].Cl[C:30]([O:32][C:33]([CH3:35])=[CH2:34])=[O:31]. The catalyst is CCOC(C)=O. The product is [Cl:22][C:5]1[C:6]([C:8]2[C:9](=[O:21])[N:10]([CH2:19][CH3:20])[C:11]3[C:16]([CH:17]=2)=[CH:15][N:14]=[C:13]([Cl:18])[CH:12]=3)=[CH:7][C:2]([NH:1][C:30](=[O:31])[O:32][C:33]([CH3:35])=[CH2:34])=[C:3]([F:23])[CH:4]=1. The yield is 0.940.